The task is: Predict which catalyst facilitates the given reaction.. This data is from Catalyst prediction with 721,799 reactions and 888 catalyst types from USPTO. (1) Reactant: [C:1]([O:5][C:6]([N:8]1[C@H:12]([CH2:13][C:14]2[CH:19]=[CH:18][C:17]([C:20]3[CH:25]=[CH:24][CH:23]=[CH:22][CH:21]=3)=[CH:16][CH:15]=2)[CH2:11]/[C:10](=[CH:26]\N(C(C)C)C(C)C)/[C:9]1=[O:34])=[O:7])([CH3:4])([CH3:3])[CH3:2].C1COCC1.[H-].C([Al+]CC(C)C)C(C)C.[C@H](O)(C([O-])=O)[C@@H](O)C([O-])=O.[Na+].[K+]. Product: [C:1]([O:5][C:6]([N:8]1[C@H:12]([CH2:13][C:14]2[CH:15]=[CH:16][C:17]([C:20]3[CH:21]=[CH:22][CH:23]=[CH:24][CH:25]=3)=[CH:18][CH:19]=2)[CH2:11][C:10](=[CH2:26])[C:9]1=[O:34])=[O:7])([CH3:4])([CH3:3])[CH3:2]. The catalyst class is: 13. (2) Reactant: [CH3:1][O:2][C:3]1[CH:4]=[C:5]2[C:10](=[CH:11][C:12]=1[O:13][CH3:14])[N:9]=[CH:8][N:7]=[C:6]2[O:15][C:16]1[CH:22]=[CH:21][C:19]([NH2:20])=[CH:18][CH:17]=1.ClC(Cl)(O[C:27](=[O:33])[O:28][C:29](Cl)(Cl)Cl)Cl.[O:35]1[CH2:40][CH2:39]C(O)[CH2:37][CH2:36]1.C(=O)(O)[O-].[Na+]. Product: [CH3:1][O:2][C:3]1[CH:4]=[C:5]2[C:10](=[CH:11][C:12]=1[O:13][CH3:14])[N:9]=[CH:8][N:7]=[C:6]2[O:15][C:16]1[CH:22]=[CH:21][C:19]([NH:20][C:27](=[O:33])[O:28][CH:29]2[CH2:39][CH2:40][O:35][CH2:36][CH2:37]2)=[CH:18][CH:17]=1. The catalyst class is: 208. (3) Reactant: C(O[C:5](=[O:7])[CH3:6])(=O)C.Cl.Cl.[C:10]12([CH2:20][CH2:21][N:22]([NH2:35])[C:23]([NH:25][CH2:26][CH2:27][CH2:28][C:29]3[CH:34]=[CH:33][N:32]=[CH:31][CH:30]=3)=[O:24])[CH2:19][CH:14]3[CH2:15][CH:16]([CH2:18][CH:12]([CH2:13]3)[CH2:11]1)[CH2:17]2. Product: [C:5]([NH:35][N:22]([CH2:21][CH2:20][C:10]12[CH2:11][CH:12]3[CH2:18][CH:16]([CH2:15][CH:14]([CH2:13]3)[CH2:19]1)[CH2:17]2)[C:23]([NH:25][CH2:26][CH2:27][CH2:28][C:29]1[CH:30]=[CH:31][N:32]=[CH:33][CH:34]=1)=[O:24])(=[O:7])[CH3:6]. The catalyst class is: 17. (4) Reactant: [C:1]([O:5][C:6]([NH:8][C@@H:9]([C@H:22]([CH2:30][O:31][CH3:32])[CH2:23][CH:24]([CH3:29])[CH2:25][CH2:26][CH:27]=[CH2:28])[C:10]([N:12]1[CH2:16][C@H:15]([OH:17])[CH2:14][C@H:13]1[C:18]([O:20]C)=[O:19])=[O:11])=[O:7])([CH3:4])([CH3:3])[CH3:2].CO.[Li+].[OH-]. Product: [C:1]([O:5][C:6]([NH:8][C@@H:9]([C@H:22]([CH2:30][O:31][CH3:32])[CH2:23][CH:24]([CH3:29])[CH2:25][CH2:26][CH:27]=[CH2:28])[C:10]([N:12]1[CH2:16][C@H:15]([OH:17])[CH2:14][C@H:13]1[C:18]([OH:20])=[O:19])=[O:11])=[O:7])([CH3:2])([CH3:4])[CH3:3]. The catalyst class is: 20. (5) Reactant: [H-].[Al+3].[Li+].[H-].[H-].[H-].[C:7]([NH:10][CH:11]([C:13]1[S:14][C:15]2[CH:21]=[C:20]([C:22](OC)=[O:23])[CH:19]=[CH:18][C:16]=2[N:17]=1)[CH3:12])(=[O:9])[CH3:8].O.O.O.O.O.O.O.O.O.O.S([O-])([O-])(=O)=O.[Na+].[Na+]. Product: [OH:23][CH2:22][C:20]1[CH:19]=[CH:18][C:16]2[N:17]=[C:13]([CH:11]([NH:10][C:7](=[O:9])[CH3:8])[CH3:12])[S:14][C:15]=2[CH:21]=1. The catalyst class is: 1. (6) Reactant: FC(F)(F)C(O)=O.[NH2:8][CH2:9][C@H:10]([NH:23][C:24]([O:26][CH2:27][C:28]1[CH:33]=[CH:32][CH:31]=[CH:30][CH:29]=1)=[O:25])[C:11]([N:13]1[CH2:18][CH2:17][CH2:16][CH2:15][C@@H:14]1[C:19](OC)=[O:20])=[O:12].C[Al](C)C.C1(C)C=CC=CC=1. Product: [O:20]=[C:19]1[NH:8][CH2:9][C@H:10]([NH:23][C:24](=[O:25])[O:26][CH2:27][C:28]2[CH:33]=[CH:32][CH:31]=[CH:30][CH:29]=2)[C:11](=[O:12])[N:13]2[CH2:18][CH2:17][CH2:16][CH2:15][C@H:14]12. The catalyst class is: 344.